Dataset: Catalyst prediction with 721,799 reactions and 888 catalyst types from USPTO. Task: Predict which catalyst facilitates the given reaction. (1) Reactant: [Cl:1][C:2]1[CH:7]=[CH:6][C:5]([C:8]2[N:12]([C:13]3[CH:18]=[CH:17][C:16]([Cl:19])=[CH:15][C:14]=3[Cl:20])[N:11]=[C:10]([C:21]([O:23][CH3:24])=[O:22])[C:9]=2[CH3:25])=[CH:4][CH:3]=1.C1C(=O)N([Br:33])C(=O)C1.C(OOC(=O)C1C=CC=CC=1)(=O)C1C=CC=CC=1. Product: [Br:33][CH2:25][C:9]1[C:10]([C:21]([O:23][CH3:24])=[O:22])=[N:11][N:12]([C:13]2[CH:18]=[CH:17][C:16]([Cl:19])=[CH:15][C:14]=2[Cl:20])[C:8]=1[C:5]1[CH:4]=[CH:3][C:2]([Cl:1])=[CH:7][CH:6]=1. The catalyst class is: 53. (2) Reactant: [CH2:1]([Mg]Br)[CH:2]([CH3:4])[CH3:3].N1C=CC=CC=1S[C:14](=[O:25])[CH2:15][CH2:16][C:17]1[CH:22]=[CH:21][C:20]([O:23][CH3:24])=[CH:19][CH:18]=1. Product: [CH3:24][O:23][C:20]1[CH:19]=[CH:18][C:17]([CH2:16][CH2:15][C:14](=[O:25])[CH2:1][CH:2]([CH3:4])[CH3:3])=[CH:22][CH:21]=1. The catalyst class is: 1. (3) Reactant: [Cl:1][C:2]1[C:7]([C:8]([OH:10])=O)=[CH:6][CH:5]=[C:4]([Cl:11])[N:3]=1.C1N=CN(C(N2C=NC=C2)=O)C=1.[NH2:24][C:25]1[N:30]=[C:29]([S:31]([NH2:34])(=[O:33])=[O:32])[CH:28]=[CH:27][CH:26]=1.[H-].[Na+]. Product: [NH2:24][C:25]1[N:30]=[C:29]([S:31]([NH:34][C:8](=[O:10])[C:7]2[CH:6]=[CH:5][C:4]([Cl:11])=[N:3][C:2]=2[Cl:1])(=[O:33])=[O:32])[CH:28]=[CH:27][CH:26]=1. The catalyst class is: 9. (4) Reactant: [NH2:1][CH2:2][CH2:3][CH:4]1[O:10][CH2:9][CH2:8][N:7]([C:11]([O:13][C:14]([CH3:17])([CH3:16])[CH3:15])=[O:12])[CH2:6][CH:5]1[C:18]1[CH:23]=[CH:22][C:21]([Cl:24])=[C:20]([Cl:25])[CH:19]=1.C(N(CC)CC)C.[C:33](Cl)(=[O:35])[CH3:34].O. Product: [C:33]([NH:1][CH2:2][CH2:3][CH:4]1[O:10][CH2:9][CH2:8][N:7]([C:11]([O:13][C:14]([CH3:17])([CH3:16])[CH3:15])=[O:12])[CH2:6][CH:5]1[C:18]1[CH:23]=[CH:22][C:21]([Cl:24])=[C:20]([Cl:25])[CH:19]=1)(=[O:35])[CH3:34]. The catalyst class is: 1. (5) Reactant: [N:1]1[C:8]([NH2:9])=[N:7][C:5]([NH2:6])=[N:4][C:2]=1[NH2:3].O=O.[CH2:12]=[O:13].[OH-].[Na+]. Product: [CH2:12]=[O:13].[N:1]1[C:8]([NH2:9])=[N:7][C:5]([NH2:6])=[N:4][C:2]=1[NH2:3]. The catalyst class is: 6.